From a dataset of Forward reaction prediction with 1.9M reactions from USPTO patents (1976-2016). Predict the product of the given reaction. (1) Given the reactants [ClH:1].[NH2:2][C:3]1[NH:7][C:6]2[CH:8]=[C:9]([NH:12][C:13]([C:15]3C=[CH:22][CH:21]=[CH:20][C:16]=3[C:17](O)=O)=[O:14])[CH:10]=[CH:11][C:5]=2[N:4]=1.NC1C=CC2N=C(N(C(OC(C)(C)C)=O)[C:34]([O:36]C(C)(C)C)=[O:35])N(C(OC(C)(C)C)=O)C=2C=1, predict the reaction product. The product is: [ClH:1].[NH2:2][C:3]1[NH:7][C:6]2[CH:8]=[C:9]([NH:12][C:13](=[O:14])[CH2:15][C:16]3([CH2:17][C:34]([OH:36])=[O:35])[CH2:20][CH2:21][CH2:22]3)[CH:10]=[CH:11][C:5]=2[N:4]=1. (2) Given the reactants [NH2:1][C:2]1[CH:7]=[CH:6][C:5]([CH:8]2[N:13]([CH2:14][CH3:15])[CH2:12][CH2:11][NH:10][C:9]2=[O:16])=[CH:4][CH:3]=1.Br[C:18]1[C:19](=[O:26])[N:20]([CH3:25])[CH:21]=[C:22]([Br:24])[N:23]=1.CC1(C)[C@]2(CS(O)(=O)=O)C(C[C@H]1CC2)=O, predict the reaction product. The product is: [Br:24][C:22]1[N:23]=[C:18]([NH:1][C:2]2[CH:3]=[CH:4][C:5]([CH:8]3[C:9](=[O:16])[NH:10][CH2:11][CH2:12][N:13]3[CH2:14][CH3:15])=[CH:6][CH:7]=2)[C:19](=[O:26])[N:20]([CH3:25])[CH:21]=1.